From a dataset of Peptide-MHC class I binding affinity with 185,985 pairs from IEDB/IMGT. Regression. Given a peptide amino acid sequence and an MHC pseudo amino acid sequence, predict their binding affinity value. This is MHC class I binding data. (1) The peptide sequence is LTNSVIIMAY. The MHC is HLA-A01:01 with pseudo-sequence HLA-A01:01. The binding affinity (normalized) is 0.576. (2) The peptide sequence is KYQSPVNIF. The MHC is HLA-A68:02 with pseudo-sequence HLA-A68:02. The binding affinity (normalized) is 0.0847. (3) The binding affinity (normalized) is 1.00. The peptide sequence is HGVEFDFI. The MHC is Mamu-B52 with pseudo-sequence Mamu-B52. (4) The peptide sequence is SLLNATDIAV. The MHC is HLA-A29:02 with pseudo-sequence HLA-A29:02. The binding affinity (normalized) is 0.0851. (5) The peptide sequence is ACPKISFEPI. The MHC is H-2-Kb with pseudo-sequence H-2-Kb. The binding affinity (normalized) is 0.